Dataset: Full USPTO retrosynthesis dataset with 1.9M reactions from patents (1976-2016). Task: Predict the reactants needed to synthesize the given product. (1) Given the product [Cl:1][C:2]1[CH:7]=[CH:6][C:5]([N:8]2[C:12]([C:13]3[C:18]([F:19])=[CH:17][C:16]([F:20])=[CH:15][C:14]=3[F:21])=[C:11]([Cl:22])[N:10]=[C:30]2[Cl:33])=[CH:4][N:3]=1, predict the reactants needed to synthesize it. The reactants are: [Cl:1][C:2]1[CH:7]=[CH:6][C:5]([N:8]2[C:12]([C:13]3[C:18]([F:19])=[CH:17][C:16]([F:20])=[CH:15][C:14]=3[F:21])=[CH:11][N:10]=C2)=[CH:4][N:3]=1.[Cl:22]N1C(=O)CCC1=O.[CH:30]([Cl:33])(Cl)Cl. (2) Given the product [C:1]([O:5][C:6]([NH:8][C@H:9]([C:38]([NH:40][CH2:41][CH2:42][CH2:43][CH2:44][O:45][C:46]1[CH:55]=[CH:54][CH:53]=[C:52]([OH:56])[C:47]=1[C:48]([O:50][CH3:51])=[O:49])=[O:39])[CH2:10][C:11]1[CH:16]=[CH:15][C:14]([N:17]([C:31]([C:32]([OH:34])=[O:33])=[O:37])[CH2:18][CH:19]([C:20]([OH:22])=[O:21])[C:24]2[CH:25]=[CH:26][C:27]([OH:30])=[CH:28][CH:29]=2)=[CH:13][CH:12]=1)=[O:7])([CH3:4])([CH3:2])[CH3:3], predict the reactants needed to synthesize it. The reactants are: [C:1]([O:5][C:6]([NH:8][C@H:9]([C:38]([NH:40][CH2:41][CH2:42][CH2:43][CH2:44][O:45][C:46]1[CH:55]=[CH:54][CH:53]=[C:52]([OH:56])[C:47]=1[C:48]([O:50][CH3:51])=[O:49])=[O:39])[CH2:10][C:11]1[CH:16]=[CH:15][C:14]([N:17]([C:31](=[O:37])[C:32]([O:34]CC)=[O:33])[CH2:18][CH:19]([C:24]2[CH:29]=[CH:28][C:27]([OH:30])=[CH:26][CH:25]=2)[C:20]([O:22]C)=[O:21])=[CH:13][CH:12]=1)=[O:7])([CH3:4])([CH3:3])[CH3:2].[OH-].[Na+]. (3) Given the product [OH:1][C@@:2]1([C:9]#[C:10][C:11]2[CH:12]=[C:13]([N:21]3[C:25]4=[N:26][CH:27]=[CH:28][CH:29]=[C:24]4[C:23]([C:30]([NH2:34])=[O:32])=[N:22]3)[CH:14]=[C:15]([C:17]([F:18])([F:19])[F:20])[CH:16]=2)[CH2:6][CH2:5][N:4]([CH3:7])[C:3]1=[O:8], predict the reactants needed to synthesize it. The reactants are: [OH:1][C@@:2]1([C:9]#[C:10][C:11]2[CH:12]=[C:13]([N:21]3[C:25]4=[N:26][CH:27]=[CH:28][CH:29]=[C:24]4[C:23]([C:30]([O:32]C)=O)=[N:22]3)[CH:14]=[C:15]([C:17]([F:20])([F:19])[F:18])[CH:16]=2)[CH2:6][CH2:5][N:4]([CH3:7])[C:3]1=[O:8].[NH3:34]. (4) The reactants are: [F:1][C:2]([F:15])([F:14])[C:3]1[C:11]([C:12]#[N:13])=[CH:10][CH:9]=[C:8]2[C:4]=1[CH:5]=[CH:6][NH:7]2.[F:16][C:17]([F:36])([F:35])[C:18]1[CH:19]=[C:20]([C:28]2[O:32][N:31]=[C:30]([CH2:33]Cl)[N:29]=2)[CH:21]=[C:22]([C:24]([F:27])([F:26])[F:25])[CH:23]=1. Given the product [F:36][C:17]([F:16])([F:35])[C:18]1[CH:19]=[C:20]([C:28]2[O:32][N:31]=[C:30]([CH2:33][N:7]3[C:8]4[C:4](=[C:3]([C:2]([F:14])([F:1])[F:15])[C:11]([C:12]#[N:13])=[CH:10][CH:9]=4)[CH:5]=[CH:6]3)[N:29]=2)[CH:21]=[C:22]([C:24]([F:26])([F:25])[F:27])[CH:23]=1, predict the reactants needed to synthesize it. (5) The reactants are: C([O:8][C:9]([C:11]1[C:12]([C:18]2[CH:23]=[C:22]([C:24](=[O:33])[NH:25][CH2:26][C:27]3[CH:28]=[N:29][CH:30]=[CH:31][CH:32]=3)[CH:21]=[CH:20][C:19]=2[CH2:34][C:35]2[C:43]3[C:38](=[CH:39][C:40]([C:44]#[N:45])=[CH:41][CH:42]=3)[N:37]([CH2:46][CH3:47])[CH:36]=2)=[CH:13][CH:14]=[C:15]([CH3:17])[CH:16]=1)=[O:10])C1C=CC=CC=1.[NH2:48]CC1C=NC=CC=1. Given the product [C:44]([C:40]1[CH:39]=[C:38]2[C:43]([C:35]([CH2:34][C:19]3[CH:20]=[CH:21][C:22]([C:24](=[O:33])[NH:25][CH2:26][C:27]4[CH:28]=[N:29][CH:30]=[CH:31][CH:32]=4)=[CH:23][C:18]=3[C:12]3[C:11]([C:9]([OH:8])=[O:10])=[CH:16][C:15]([CH3:17])=[CH:14][CH:13]=3)=[CH:36][N:37]2[CH2:46][CH3:47])=[CH:42][CH:41]=1)(=[NH:45])[NH2:48], predict the reactants needed to synthesize it.